This data is from Catalyst prediction with 721,799 reactions and 888 catalyst types from USPTO. The task is: Predict which catalyst facilitates the given reaction. Reactant: [C:1]([O:5][C:6]([N:8]1[CH2:13][CH2:12][NH:11][CH2:10][CH2:9]1)=[O:7])([CH3:4])([CH3:3])[CH3:2].F[C:15]1[CH:22]=[CH:21][C:20]([N+:23]([O-:25])=[O:24])=[CH:19][C:16]=1[C:17]#[N:18].C(=O)([O-])[O-].[K+].[K+]. Product: [C:1]([O:5][C:6]([N:8]1[CH2:13][CH2:12][N:11]([C:15]2[CH:22]=[CH:21][C:20]([N+:23]([O-:25])=[O:24])=[CH:19][C:16]=2[C:17]#[N:18])[CH2:10][CH2:9]1)=[O:7])([CH3:4])([CH3:2])[CH3:3]. The catalyst class is: 3.